From a dataset of Forward reaction prediction with 1.9M reactions from USPTO patents (1976-2016). Predict the product of the given reaction. (1) Given the reactants [OH:1][C:2]1([C:5]([OH:7])=O)[CH2:4][CH2:3]1.[CH:8]1([CH2:11][CH2:12][NH:13][C:14]([C:16]2[N:17]=[N:18][C:19]([N:22]3[CH2:27][CH2:26][NH:25][CH2:24][CH2:23]3)=[CH:20][CH:21]=2)=[O:15])[CH2:10][CH2:9]1, predict the reaction product. The product is: [CH:8]1([CH2:11][CH2:12][NH:13][C:14]([C:16]2[N:17]=[N:18][C:19]([N:22]3[CH2:27][CH2:26][N:25]([C:5]([C:2]4([OH:1])[CH2:4][CH2:3]4)=[O:7])[CH2:24][CH2:23]3)=[CH:20][CH:21]=2)=[O:15])[CH2:10][CH2:9]1. (2) The product is: [NH2:21][C:6]1[C:7]([C:8]([NH:10][C:11]2[CH:16]=[C:15]([O:17][CH3:18])[CH:14]=[C:13]([F:19])[CH:12]=2)=[O:9])=[C:2]([Cl:1])[N:3]=[CH:4][N:5]=1. Given the reactants [Cl:1][C:2]1[C:7]([C:8]([NH:10][C:11]2[CH:16]=[C:15]([O:17][CH3:18])[CH:14]=[C:13]([F:19])[CH:12]=2)=[O:9])=[C:6](Cl)[N:5]=[CH:4][N:3]=1.[NH3:21], predict the reaction product. (3) Given the reactants [CH:1]1([CH:5]([OH:7])[CH3:6])[CH2:4][CH2:3][CH2:2]1.[Cl:8][C:9]1[CH:10]=[C:11]([C:16]2[C:28]([O:29][CH3:30])=[CH:27][C:19]([C:20]([NH:22][S:23]([CH3:26])(=[O:25])=[O:24])=[O:21])=[C:18]([F:31])[CH:17]=2)[CH:12]=[N:13][C:14]=1F.C(=O)([O-])[O-].[Cs+].[Cs+], predict the reaction product. The product is: [Cl:8][C:9]1[CH:10]=[C:11]([C:16]2[C:28]([O:29][CH3:30])=[CH:27][C:19]([C:20]([NH:22][S:23]([CH3:26])(=[O:24])=[O:25])=[O:21])=[C:18]([F:31])[CH:17]=2)[CH:12]=[N:13][C:14]=1[O:7][CH:5]([CH:1]1[CH2:4][CH2:3][CH2:2]1)[CH3:6]. (4) Given the reactants Cl[CH2:2][C:3]1[N:4]=[C:5]2[N:10]=[CH:9][C:8]([C:11]3[CH:16]=[CH:15][CH:14]=[CH:13][C:12]=3[CH3:17])=[N:7][N:6]2[CH:18]=1.[F:19][C:20]1[CH:25]=[C:24]([OH:26])[CH:23]=[CH:22][N:21]=1, predict the reaction product. The product is: [CH3:17][C:12]1[CH:13]=[CH:14][CH:15]=[CH:16][C:11]=1[C:8]1[CH:9]=[N:10][C:5]2[N:6]([CH:18]=[C:3]([CH2:2][O:26][C:24]3[CH:23]=[CH:22][N:21]=[C:20]([F:19])[CH:25]=3)[N:4]=2)[N:7]=1. (5) Given the reactants [Cl:1][C:2]1[CH:7]=[C:6]([OH:8])[CH:5]=[CH:4][C:3]=1[C:9]1[CH:14]=[CH:13][CH:12]=[C:11]([CH2:15][O:16][C:17]2[CH:22]=[CH:21][C:20]([C:23]3([CH2:27][C:28]([O:30][CH2:31][CH3:32])=[O:29])[CH2:26][O:25][CH2:24]3)=[CH:19][CH:18]=2)[CH:10]=1.Br[CH2:34][C:35]1([CH2:39][OH:40])[CH2:38][O:37][CH2:36]1.C(=O)([O-])[O-].[Cs+].[Cs+], predict the reaction product. The product is: [Cl:1][C:2]1[CH:7]=[C:6]([O:8][CH2:34][C:35]2([CH2:39][OH:40])[CH2:38][O:37][CH2:36]2)[CH:5]=[CH:4][C:3]=1[C:9]1[CH:14]=[CH:13][CH:12]=[C:11]([CH2:15][O:16][C:17]2[CH:22]=[CH:21][C:20]([C:23]3([CH2:27][C:28]([O:30][CH2:31][CH3:32])=[O:29])[CH2:24][O:25][CH2:26]3)=[CH:19][CH:18]=2)[CH:10]=1. (6) Given the reactants [CH3:1][C:2]1[CH:7]=[C:6]([C:8]2[O:12][N:11]=[C:10]([C:13]3C=CC(CO)=NC=3)[N:9]=2)[CH:5]=[CH:4][C:3]=1[C:21]1[CH:26]=[CH:25][CH:24]=[CH:23][C:22]=1[C:27]([F:30])([F:29])[F:28].CC[N:33]([CH:37]([CH3:39])[CH3:38])[CH:34]([CH3:36])C.CS([Cl:44])(=O)=O.O, predict the reaction product. The product is: [Cl:44][CH2:39][C:37]1[CH:38]=[C:13]([C:10]2[N:9]=[C:8]([C:6]3[CH:5]=[CH:4][C:3]([C:21]4[CH:26]=[CH:25][CH:24]=[CH:23][C:22]=4[C:27]([F:30])([F:29])[F:28])=[C:2]([CH3:1])[CH:7]=3)[O:12][N:11]=2)[CH:36]=[CH:34][N:33]=1.